From a dataset of Forward reaction prediction with 1.9M reactions from USPTO patents (1976-2016). Predict the product of the given reaction. (1) Given the reactants [CH2:1]([N:4]([C@H:34]([C:36]1[CH:41]=[CH:40][CH:39]=[C:38]([F:42])[CH:37]=1)[CH3:35])[C:5]1[N:13]([CH2:14][C:15]2[CH:20]=[CH:19][C:18]([C:21]([F:24])([F:23])[F:22])=[CH:17][CH:16]=2)[C:12]2[C:7](=[N:8][C:9]([C:32]#[N:33])=[N:10][C:11]=2[NH:25][C@@H:26]([CH:28]2[CH2:31][CH2:30][CH2:29]2)[CH3:27])[N:6]=1)[CH:2]=[CH2:3], predict the reaction product. The product is: [CH:28]1([C@H:26]([NH:25][C:11]2[N:10]=[C:9]([C:32]#[N:33])[N:8]=[C:7]3[C:12]=2[N:13]([CH2:14][C:15]2[CH:20]=[CH:19][C:18]([C:21]([F:23])([F:22])[F:24])=[CH:17][CH:16]=2)[C:5]([N:4]([C@H:34]([C:36]2[CH:41]=[CH:40][CH:39]=[C:38]([F:42])[CH:37]=2)[CH3:35])[CH2:1][CH2:2][CH3:3])=[N:6]3)[CH3:27])[CH2:29][CH2:30][CH2:31]1. (2) Given the reactants [CH2:1]([O:8][C@H:9]([CH3:14])[C:10]([NH:12][NH2:13])=[O:11])[C:2]1[CH:7]=[CH:6][CH:5]=[CH:4][CH:3]=1.C1N=CN([C:20](N2C=NC=C2)=[O:21])C=1, predict the reaction product. The product is: [CH2:1]([O:8][C@@H:9]([C:10]1[O:11][C:20](=[O:21])[NH:13][N:12]=1)[CH3:14])[C:2]1[CH:7]=[CH:6][CH:5]=[CH:4][CH:3]=1. (3) Given the reactants [Cl:1][C:2]1[CH:3]=[C:4]([N:9]2[CH2:14][CH2:13][N:12]([C:15]([C:17]3[C:18]([C:23]4[CH:28]=[CH:27][CH:26]=[CH:25][C:24]=4[O:29][C:30]([F:33])([F:32])[F:31])=[N:19][O:20][C:21]=3[CH3:22])=[O:16])[CH2:11][CH2:10]2)[CH:5]=[CH:6][C:7]=1[Cl:8].C(O)C, predict the reaction product. The product is: [ClH:1].[Cl:1][C:2]1[CH:3]=[C:4]([N:9]2[CH2:14][CH2:13][N:12]([C:15]([C:17]3[C:18]([C:23]4[CH:28]=[CH:27][CH:26]=[CH:25][C:24]=4[O:29][C:30]([F:33])([F:32])[F:31])=[N:19][O:20][C:21]=3[CH3:22])=[O:16])[CH2:11][CH2:10]2)[CH:5]=[CH:6][C:7]=1[Cl:8]. (4) Given the reactants [CH:1](/[OH:6])=[CH:2]/[CH2:3][CH2:4][OH:5].[CH3:7][C:8](OC(C)=O)=[O:9], predict the reaction product. The product is: [OH:6][CH2:1]/[CH:2]=[CH:3]\[CH2:4][O:5][C:8](=[O:9])[CH3:7]. (5) Given the reactants [F:1][C:2]1[CH:3]=[C:4]([CH2:8][C:9]([OH:11])=[O:10])[CH:5]=[CH:6][CH:7]=1.Cl.[CH3:13]O, predict the reaction product. The product is: [F:1][C:2]1[CH:3]=[C:4]([CH2:8][C:9]([O:11][CH3:13])=[O:10])[CH:5]=[CH:6][CH:7]=1.